This data is from Catalyst prediction with 721,799 reactions and 888 catalyst types from USPTO. The task is: Predict which catalyst facilitates the given reaction. Reactant: Cl[C:2]1[C:3]2[C:4](=[CH:14][N:15](CC3C=CC(OC)=CC=3)[N:16]=2)[N:5]=[C:6]([C:8]2[CH:13]=[CH:12][CH:11]=[CH:10][CH:9]=2)[N:7]=1.[NH2:26][C:27]1[CH:34]=[CH:33][C:30]([C:31]#[N:32])=[CH:29][CH:28]=1.Cl. Product: [C:8]1([C:6]2[N:7]=[C:2]([NH:26][C:27]3[CH:34]=[CH:33][C:30]([C:31]#[N:32])=[CH:29][CH:28]=3)[C:3]3[NH:16][N:15]=[CH:14][C:4]=3[N:5]=2)[CH:9]=[CH:10][CH:11]=[CH:12][CH:13]=1. The catalyst class is: 71.